From a dataset of Reaction yield outcomes from USPTO patents with 853,638 reactions. Predict the reaction yield, written as a fraction of the theoretical maximum amount of product (1.0 means a 100% yield; for example, 0.34 means a 34% yield). (1) The reactants are [C:1]1([C@@H:7]([CH3:10])[CH2:8]O)[CH:6]=[CH:5][CH:4]=[CH:3][CH:2]=1.[C:11]1(=[O:21])[NH:15][C:14](=[O:16])[C:13]2=[CH:17][CH:18]=[CH:19][CH:20]=[C:12]12.C1(P(C2C=CC=CC=2)C2C=CC=CC=2)C=CC=CC=1.CCOC(/N=N/C(OCC)=O)=O. The catalyst is C1COCC1.O. The product is [C:1]1([C@@H:7]([CH3:10])[CH2:8][N:15]2[C:11](=[O:21])[C:12]3[C:13](=[CH:17][CH:18]=[CH:19][CH:20]=3)[C:14]2=[O:16])[CH:6]=[CH:5][CH:4]=[CH:3][CH:2]=1. The yield is 0.960. (2) The reactants are [F:1][C:2]([F:6])([F:5])[CH2:3][OH:4].[H-].[Na+].CS(O[CH2:14][C:15]1[CH:16]=[N:17][CH:18]=[C:19]([Br:21])[CH:20]=1)(=O)=O. The catalyst is C1COCC1.CN(C=O)C. The product is [Br:21][C:19]1[CH:18]=[N:17][CH:16]=[C:15]([CH2:14][O:4][CH2:3][C:2]([F:6])([F:5])[F:1])[CH:20]=1. The yield is 0.200. (3) The reactants are C(N(CC)CC)C.[CH:8](=[N:15][C:16]1[CH:21]=[C:20]([O:22][CH3:23])[N:19]=[C:18]([O:24][CH3:25])[N:17]=1)[C:9]1[CH:14]=[CH:13][CH:12]=[CH:11][CH:10]=1.[CH:26]([C:28]1[C:36]2[C:31](=[CH:32][CH:33]=[CH:34][CH:35]=2)[N:30](C(OC(C)(C)C)=O)[CH:29]=1)=[O:27]. The product is [CH3:25][O:24][C:18]1[N:17]=[C:16]([NH:15][CH:8]([C:9]2[CH:10]=[CH:11][CH:12]=[CH:13][CH:14]=2)[C:26]([C:28]2[C:36]3[C:31](=[CH:32][CH:33]=[CH:34][CH:35]=3)[NH:30][CH:29]=2)=[O:27])[CH:21]=[C:20]([O:22][CH3:23])[N:19]=1. The yield is 0.0200. The catalyst is [Cl-].C([N+]1C(C)=C(CCO)SC=1)C1C=CC=CC=1.C(O)C.CO. (4) The yield is 0.750. The catalyst is CN(C)C1C=CN=CC=1.ClCCl. The reactants are [I:1][C:2]1[C:3]2[S:9][C:8]([C:10]3[CH:15]=[CH:14][CH:13]=[CH:12][CH:11]=3)=[CH:7][C:4]=2[NH:5][N:6]=1.[C:16](O[C:16]([O:18][C:19]([CH3:22])([CH3:21])[CH3:20])=[O:17])([O:18][C:19]([CH3:22])([CH3:21])[CH3:20])=[O:17]. The product is [C:19]([O:18][C:16]([N:5]1[C:4]2[CH:7]=[C:8]([C:10]3[CH:15]=[CH:14][CH:13]=[CH:12][CH:11]=3)[S:9][C:3]=2[C:2]([I:1])=[N:6]1)=[O:17])([CH3:22])([CH3:21])[CH3:20].